Dataset: Forward reaction prediction with 1.9M reactions from USPTO patents (1976-2016). Task: Predict the product of the given reaction. (1) Given the reactants [N:1]1[CH:6]=[CH:5][CH:4]=[C:3]([NH:7][C:8](=[O:15])OCC(Cl)(Cl)Cl)[CH:2]=1.[F:16][C:17]1[CH:22]=[CH:21][CH:20]=[CH:19][C:18]=1[C:23]1[CH:28]=[C:27]([N:29]2[CH2:34][CH2:33][NH:32][CH2:31][CH2:30]2)[N:26]=[CH:25][N:24]=1, predict the reaction product. The product is: [F:16][C:17]1[CH:22]=[CH:21][CH:20]=[CH:19][C:18]=1[C:23]1[N:24]=[CH:25][N:26]=[C:27]([N:29]2[CH2:30][CH2:31][N:32]([C:8]([NH:7][C:3]3[CH:2]=[N:1][CH:6]=[CH:5][CH:4]=3)=[O:15])[CH2:33][CH2:34]2)[CH:28]=1. (2) The product is: [CH2:13]([O:16][C:17]1([CH3:46])[CH2:18][CH2:19][N:20]([C:23]2[N:28]3[N:29]=[C:30]([CH2:32][O:12][CH2:11][C:7]4[CH:8]=[CH:9][CH:10]=[C:5]([CH2:1][CH2:2][CH:3]=[CH2:4])[CH:6]=4)[CH:31]=[C:27]3[N:26]=[C:25]([CH3:34])[C:24]=2[C@H:35]([O:41][C:42]([CH3:45])([CH3:44])[CH3:43])[C:36]([O:38][CH2:39][CH3:40])=[O:37])[CH2:21][CH2:22]1)[CH:14]=[CH2:15]. Given the reactants [CH2:1]([C:5]1[CH:6]=[C:7]([CH2:11][OH:12])[CH:8]=[CH:9][CH:10]=1)[CH2:2][CH:3]=[CH2:4].[CH2:13]([O:16][C:17]1([CH3:46])[CH2:22][CH2:21][N:20]([C:23]2[N:28]3[N:29]=[C:30]([CH2:32]I)[CH:31]=[C:27]3[N:26]=[C:25]([CH3:34])[C:24]=2[C@H:35]([O:41][C:42]([CH3:45])([CH3:44])[CH3:43])[C:36]([O:38][CH2:39][CH3:40])=[O:37])[CH2:19][CH2:18]1)[CH:14]=[CH2:15].[H-].[Na+], predict the reaction product.